This data is from Reaction yield outcomes from USPTO patents with 853,638 reactions. The task is: Predict the reaction yield, written as a fraction of the theoretical maximum amount of product (1.0 means a 100% yield; for example, 0.34 means a 34% yield). (1) The reactants are C([C:3]1[CH:8]=[CH:7][CH:6]=[CH:5][C:4]=1[N:9]1[CH2:14][CH2:13][NH:12][CH2:11][CH2:10]1)#N.[OH-].[K+].Cl.[C:18]([O-:21])(O)=[O:19].[Na+].[CH3:35][C:34]([O:33][C:31](O[C:31]([O:33][C:34]([CH3:37])([CH3:36])[CH3:35])=[O:32])=[O:32])([CH3:37])[CH3:36]. The catalyst is C(O)C.[Cl-].[Na+].O.CCOC(C)=O. The product is [C:31]([N:12]1[CH2:13][CH2:14][N:9]([C:4]2[CH:5]=[CH:6][CH:7]=[CH:8][C:3]=2[C:18]([OH:21])=[O:19])[CH2:10][CH2:11]1)([O:33][C:34]([CH3:35])([CH3:36])[CH3:37])=[O:32]. The yield is 0.810. (2) The reactants are C(N(CC)CC)C.Cl.[CH3:9][S:10]([CH2:13][CH2:14][NH2:15])(=[O:12])=[O:11].[Cl:16][C:17]1[CH:18]=[C:19]([NH:32][C:33]2[C:42]3[C:37](=[CH:38][CH:39]=[C:40]([C:43]4[O:47][C:46]([CH:48]=O)=[CH:45][CH:44]=4)[CH:41]=3)[N:36]=[CH:35][N:34]=2)[CH:20]=[CH:21][C:22]=1[O:23][CH2:24][C:25]1[CH:30]=[CH:29][CH:28]=[C:27]([F:31])[CH:26]=1.[BH-](OC(C)=O)(OC(C)=O)OC(C)=O.[Na+].C(=O)(O)[O-].[Na+].CC(OC(O[C:77]([O:79][C:80]([CH3:83])([CH3:82])[CH3:81])=[O:78])=O)(C)C. The catalyst is C(Cl)Cl.C1COCC1. The product is [Cl:16][C:17]1[CH:18]=[C:19]([NH:32][C:33]2[C:42]3[C:37](=[CH:38][CH:39]=[C:40]([C:43]4[O:47][C:46]([CH2:48][N:15]([CH2:14][CH2:13][S:10]([CH3:9])(=[O:12])=[O:11])[C:77](=[O:78])[O:79][C:80]([CH3:81])([CH3:82])[CH3:83])=[CH:45][CH:44]=4)[CH:41]=3)[N:36]=[CH:35][N:34]=2)[CH:20]=[CH:21][C:22]=1[O:23][CH2:24][C:25]1[CH:30]=[CH:29][CH:28]=[C:27]([F:31])[CH:26]=1. The yield is 0.690. (3) The reactants are [CH:1]1([C:7]2[C:8]3[S:33][C:32]([C:34]([O:36][CH3:37])=[O:35])=[CH:31][C:9]=3[NH:10][C:11]=2[C:12]2[CH:17]=[CH:16][CH:15]=[C:14]([N+:18]([O-:20])=[O:19])[C:13]=2[O:21][CH2:22][CH2:23][O:24]C2CCCCO2)[CH2:6][CH2:5][CH2:4][CH2:3][CH2:2]1.Cl.O. The catalyst is O1CCCC1.CO. The product is [CH:1]1([C:7]2[C:8]3[S:33][C:32]([C:34]([O:36][CH3:37])=[O:35])=[CH:31][C:9]=3[NH:10][C:11]=2[C:12]2[CH:17]=[CH:16][CH:15]=[C:14]([N+:18]([O-:20])=[O:19])[C:13]=2[O:21][CH2:22][CH2:23][OH:24])[CH2:6][CH2:5][CH2:4][CH2:3][CH2:2]1. The yield is 0.860. (4) The reactants are C(NC(=O)NC1C=CC([C:12]2[N:13]=[C:14]([N:29]3[CH2:34][CH2:33]OC[C@@H]3C)C3C[CH2:20][N:19](C(OC(C)(C)C)=O)[CH2:18][C:16]=3[N:17]=2)=CC=1)C.Cl[C:38]1[N:39]=[C:40]([N:52]2[CH2:57][CH2:56][O:55][CH2:54][C@@H:53]2[CH3:58])[C:41]2[CH2:46][N:45]([C:47]([O:49][CH2:50][CH3:51])=[O:48])[CH2:44][C:42]=2[N:43]=1.CC1(C)C(C)(C)OB(C2N=CC(N)=NC=2)[O:61]1. The catalyst is C1C=CC(P(C2C=CC=CC=2)[C-]2C=CC=C2)=CC=1.C1C=CC(P(C2C=CC=CC=2)[C-]2C=CC=C2)=CC=1.Cl[Pd]Cl.[Fe+2]. The product is [CH2:50]([O:49][C:47]([N:45]1[CH2:46][C:41]2[C:40]([N:52]3[CH2:57][CH2:56][O:55][CH2:54][C@@H:53]3[CH3:58])=[N:39][C:38]([C:18]3[CH:16]=[N:17][C:12]([NH:13][C:14]([NH:29][CH2:34][CH3:33])=[O:61])=[CH:20][N:19]=3)=[N:43][C:42]=2[CH2:44]1)=[O:48])[CH3:51]. The yield is 0.580. (5) The reactants are [Cl:1][C:2]1[CH:3]=[N+:4]([O-:27])[CH:5]=[C:6]([Cl:26])[C:7]=1[CH2:8][C@@H:9]([C:11]1[CH:16]=[CH:15][C:14]([O:17][CH:18]([F:20])[F:19])=[C:13]([O:21][CH2:22][CH:23]2[CH2:25][CH2:24]2)[CH:12]=1)[OH:10].[N:28]([C:31]1[CH:36]=[CH:35][C:34]([O:37][CH3:38])=[C:33]([O:39][CH3:40])[CH:32]=1)=[C:29]=[O:30]. The catalyst is C(Cl)Cl.CN(C1C=CN=CC=1)C. The product is [Cl:1][C:2]1[CH:3]=[N+:4]([O-:27])[CH:5]=[C:6]([Cl:26])[C:7]=1[CH2:8][C@@H:9]([C:11]1[CH:16]=[CH:15][C:14]([O:17][CH:18]([F:20])[F:19])=[C:13]([O:21][CH2:22][CH:23]2[CH2:25][CH2:24]2)[CH:12]=1)[O:10][C:29](=[O:30])[NH:28][C:31]1[CH:36]=[CH:35][C:34]([O:37][CH3:38])=[C:33]([O:39][CH3:40])[CH:32]=1. The yield is 0.701. (6) The reactants are [CH:1]1([N:4]2[CH2:9][CH2:8][N:7]3[N:10]=[C:11]([NH2:13])[CH:12]=[C:6]3[CH2:5]2)[CH2:3][CH2:2]1.CC1(C)C2C(=C(P(C3C=CC=CC=3)C3C=CC=CC=3)C=CC=2)OC2C(P(C3C=CC=CC=3)C3C=CC=CC=3)=CC=CC1=2.Br[C:57]1[C:58](=[O:65])[N:59]([CH3:64])[CH:60]=[C:61]([Br:63])[CH:62]=1.C([O-])([O-])=O.[Cs+].[Cs+]. The catalyst is O1CCOCC1.C1C=CC(/C=C/C(/C=C/C2C=CC=CC=2)=O)=CC=1.C1C=CC(/C=C/C(/C=C/C2C=CC=CC=2)=O)=CC=1.C1C=CC(/C=C/C(/C=C/C2C=CC=CC=2)=O)=CC=1.[Pd].[Pd]. The product is [Br:63][C:61]1[CH:62]=[C:57]([NH:13][C:11]2[CH:12]=[C:6]3[CH2:5][N:4]([CH:1]4[CH2:3][CH2:2]4)[CH2:9][CH2:8][N:7]3[N:10]=2)[C:58](=[O:65])[N:59]([CH3:64])[CH:60]=1. The yield is 0.300. (7) The reactants are N(C(OCC)=O)=NC(OCC)=O.[F:13][C:14]1[C:22]([O:23][C:24]2[C:33]3[C:28](=[CH:29][C:30]([O:35][CH3:36])=[C:31]([OH:34])[CH:32]=3)[N:27]=[CH:26][N:25]=2)=[CH:21][CH:20]=[C:19]2[C:15]=1[CH:16]=[C:17]([CH3:37])[NH:18]2.C1(P(C2C=CC=CC=2)C2C=CC=CC=2)C=CC=CC=1.[Br:57][CH2:58][CH2:59][CH2:60]O.CCOC(/N=N/C(OCC)=O)=O. The catalyst is C(Cl)Cl. The product is [Br:57][CH2:58][CH2:59][CH2:60][O:34][C:31]1[CH:32]=[C:33]2[C:28](=[CH:29][C:30]=1[O:35][CH3:36])[N:27]=[CH:26][N:25]=[C:24]2[O:23][C:22]1[C:14]([F:13])=[C:15]2[C:19](=[CH:20][CH:21]=1)[NH:18][C:17]([CH3:37])=[CH:16]2. The yield is 0.730. (8) The reactants are [F:8][C:7]([F:10])([F:9])[C:6](O[C:6](=[O:11])[C:7]([F:10])([F:9])[F:8])=[O:11].[C:14]1([N:20]2[CH2:25][CH2:24][NH:23][CH2:22][CH2:21]2)[CH:19]=[CH:18][CH:17]=[CH:16][CH:15]=1.C(N(CC)CC)C. The catalyst is C(Cl)Cl. The product is [F:10][C:7]([F:8])([F:9])[C:6]([N:23]1[CH2:24][CH2:25][N:20]([C:14]2[CH:19]=[CH:18][CH:17]=[CH:16][CH:15]=2)[CH2:21][CH2:22]1)=[O:11]. The yield is 0.620.